Dataset: Catalyst prediction with 721,799 reactions and 888 catalyst types from USPTO. Task: Predict which catalyst facilitates the given reaction. Reactant: [NH:1]1[CH2:6][CH2:5][CH2:4][CH2:3][CH2:2]1.C(N(C(C)C)C(C)C)C.[OH:16][C:17]1[C:22]2[O:23][C:24]([C:32]3[CH:37]=[CH:36][CH:35]=[CH:34][CH:33]=3)([C:26]3[CH:31]=[CH:30][CH:29]=[CH:28][CH:27]=3)[O:25][C:21]=2[CH:20]=[C:19]([C:38](Cl)=[O:39])[CH:18]=1. Product: [OH:16][C:17]1[C:22]2[O:23][C:24]([C:26]3[CH:27]=[CH:28][CH:29]=[CH:30][CH:31]=3)([C:32]3[CH:37]=[CH:36][CH:35]=[CH:34][CH:33]=3)[O:25][C:21]=2[CH:20]=[C:19]([C:38]([N:1]2[CH2:6][CH2:5][CH2:4][CH2:3][CH2:2]2)=[O:39])[CH:18]=1. The catalyst class is: 2.